This data is from Catalyst prediction with 721,799 reactions and 888 catalyst types from USPTO. The task is: Predict which catalyst facilitates the given reaction. (1) Reactant: C[Si]([N-][Si](C)(C)C)(C)C.[Li+].[CH3:11][C:12]1([CH3:26])[C:17](=[O:18])[CH2:16][CH2:15][N:14]([C:19]([O:21][C:22]([CH3:25])([CH3:24])[CH3:23])=[O:20])[CH2:13]1.[F:27][C:28]([F:39])([F:38])[C:29](O[C:29](=[O:30])[C:28]([F:39])([F:38])[F:27])=[O:30]. Product: [CH3:11][C:12]1([CH3:26])[C:17](=[O:18])[CH:16]([C:29](=[O:30])[C:28]([F:39])([F:38])[F:27])[CH2:15][N:14]([C:19]([O:21][C:22]([CH3:25])([CH3:24])[CH3:23])=[O:20])[CH2:13]1. The catalyst class is: 11. (2) Reactant: [Cl:1][C:2]1[CH:3]=[N+:4]([O-:31])[CH:5]=[C:6]([Cl:30])[C:7]=1[CH2:8][C@H:9]([O:20][C:21]([C:23]1[S:24][C:25]([CH:28]=O)=[CH:26][CH:27]=1)=[O:22])[C:10]1[CH:15]=[CH:14][C:13]([O:16][CH3:17])=[C:12]([O:18][CH3:19])[CH:11]=1.[F:32][C:33]1[CH:39]=[CH:38][CH:37]=[CH:36][C:34]=1[NH2:35].C(O)(=O)C.C(O[BH-](OC(=O)C)OC(=O)C)(=O)C.[Na+]. The catalyst class is: 46. Product: [Cl:30][C:6]1[CH:5]=[N+:4]([O-:31])[CH:3]=[C:2]([Cl:1])[C:7]=1[CH2:8][C@H:9]([O:20][C:21]([C:23]1[S:24][C:25]([CH2:28][NH:35][C:34]2[CH:36]=[CH:37][CH:38]=[CH:39][C:33]=2[F:32])=[CH:26][CH:27]=1)=[O:22])[C:10]1[CH:15]=[CH:14][C:13]([O:16][CH3:17])=[C:12]([O:18][CH3:19])[CH:11]=1. (3) Reactant: [CH2:1]([O:4][CH:5]([CH2:17][O:18][CH2:19][C:20]#[CH:21])[CH2:6][NH:7][C:8]([NH:10][NH:11][C:12](OCC)=[O:13])=[O:9])[C:2]#[CH:3].C(=O)([O-])[O-].[K+].[K+]. Product: [CH2:1]([O:4][CH:5]([CH2:17][O:18][CH2:19][C:20]#[CH:21])[CH2:6][N:7]1[C:8](=[O:9])[NH:10][NH:11][C:12]1=[O:13])[C:2]#[CH:3]. The catalyst class is: 14.